Dataset: Forward reaction prediction with 1.9M reactions from USPTO patents (1976-2016). Task: Predict the product of the given reaction. Given the reactants [NH2:1][C:2]1[N:16]=[CH:15][C:14](Br)=[CH:13][C:3]=1[C:4]([NH:6][C:7]1[CH:12]=[CH:11][N:10]=[CH:9][CH:8]=1)=[O:5].B([C:21]1[CH:26]=[CH:25][C:24]([CH2:27][CH2:28][C:29]([OH:31])=[O:30])=[CH:23][CH:22]=1)(O)O, predict the reaction product. The product is: [NH2:1][C:2]1[N:16]=[CH:15][C:14]([C:21]2[CH:26]=[CH:25][C:24]([CH2:27][CH2:28][C:29]([OH:31])=[O:30])=[CH:23][CH:22]=2)=[CH:13][C:3]=1[C:4](=[O:5])[NH:6][C:7]1[CH:12]=[CH:11][N:10]=[CH:9][CH:8]=1.